From a dataset of Full USPTO retrosynthesis dataset with 1.9M reactions from patents (1976-2016). Predict the reactants needed to synthesize the given product. (1) The reactants are: Br[C:2]1[CH:7]=[C:6]([O:8][CH2:9][C:10]2[CH:15]=[CH:14][C:13]([O:16][CH3:17])=[CH:12][CH:11]=2)[CH:5]=[CH:4][C:3]=1[F:18].[B:19]1([B:19]2[O:23][C:22]([CH3:25])([CH3:24])[C:21]([CH3:27])([CH3:26])[O:20]2)[O:23][C:22]([CH3:25])([CH3:24])[C:21]([CH3:27])([CH3:26])[O:20]1.C([O-])(=O)C.[K+].C1(P(C2CCCCC2)C2CCCCC2)CCCCC1. Given the product [F:18][C:3]1[CH:4]=[CH:5][C:6]([O:8][CH2:9][C:10]2[CH:15]=[CH:14][C:13]([O:16][CH3:17])=[CH:12][CH:11]=2)=[CH:7][C:2]=1[B:19]1[O:23][C:22]([CH3:25])([CH3:24])[C:21]([CH3:27])([CH3:26])[O:20]1, predict the reactants needed to synthesize it. (2) Given the product [Cl:1][C:2]1[N:3]=[CH:4][C:5]([C:6]2[O:7][C:19]([SH:20])=[N:9][N:8]=2)=[C:10]([NH:12][CH:13]([CH3:15])[CH3:14])[CH:11]=1, predict the reactants needed to synthesize it. The reactants are: [Cl:1][C:2]1[CH:11]=[C:10]([NH:12][CH:13]([CH3:15])[CH3:14])[C:5]([C:6]([NH:8][NH2:9])=[O:7])=[CH:4][N:3]=1.O.[OH-].[K+].[C:19](=S)=[S:20]. (3) Given the product [OH:2][C:3]1[C:8]2[CH:9]=[CH:10][O:11][C:7]=2[C:6]([C:12]#[N:13])=[CH:5][CH:4]=1, predict the reactants needed to synthesize it. The reactants are: C[O:2][C:3]1[C:8]2[CH:9]=[CH:10][O:11][C:7]=2[C:6]([C:12]#[N:13])=[CH:5][CH:4]=1.B(Br)(Br)Br. (4) Given the product [F:1][C:2]([F:18])([F:19])[O:3][C:4]1[CH:5]=[C:6]([CH:15]=[CH:16][CH:17]=1)[O:7][C:8]1[CH:9]=[C:10]([NH:11][CH2:29][C:28]2[CH:31]=[CH:32][CH:33]=[C:26]([O:25][C:21]([F:20])([F:34])[CH:22]([F:23])[F:24])[CH:27]=2)[CH:12]=[CH:13][CH:14]=1, predict the reactants needed to synthesize it. The reactants are: [F:1][C:2]([F:19])([F:18])[O:3][C:4]1[CH:5]=[C:6]([CH:15]=[CH:16][CH:17]=1)[O:7][C:8]1[CH:9]=[C:10]([CH:12]=[CH:13][CH:14]=1)[NH2:11].[F:20][C:21]([F:34])([O:25][C:26]1[CH:27]=[C:28]([CH:31]=[CH:32][CH:33]=1)[CH:29]=O)[CH:22]([F:24])[F:23].C(O[BH-](OC(=O)C)OC(=O)C)(=O)C.[Na+].C(O)(=O)C. (5) Given the product [OH:10][CH2:9][C:8]1[CH:7]=[CH:6][C:5]([NH:4][C:1](=[O:3])[CH3:2])=[CH:15][CH:14]=1, predict the reactants needed to synthesize it. The reactants are: [C:1]([NH:4][C:5]1[CH:15]=[CH:14][C:8]([CH2:9][O:10]C(=O)C)=[CH:7][CH:6]=1)(=[O:3])[CH3:2].[Li+].[OH-]. (6) Given the product [F:1][C:2]1[CH:3]=[C:4]([C@H:8]2[CH2:12][CH2:11][CH2:10][N:9]2[C:13]2[CH:18]=[CH:17][N:16]3[N:19]=[CH:20][C:21]([C:22]([NH:40][CH:35]([CH3:36])[CH3:34])=[O:23])=[C:15]3[N:14]=2)[CH:5]=[N:6][CH:7]=1, predict the reactants needed to synthesize it. The reactants are: [F:1][C:2]1[CH:3]=[C:4]([C@H:8]2[CH2:12][CH2:11][CH2:10][N:9]2[C:13]2[CH:18]=[CH:17][N:16]3[N:19]=[CH:20][C:21]([C:22](O)=[O:23])=[C:15]3[N:14]=2)[CH:5]=[N:6][CH:7]=1.CN(C(ON1N=[N:40][C:35]2[CH:36]=CC=N[C:34]1=2)=[N+](C)C)C.F[P-](F)(F)(F)(F)F.CC(N)C.CCN(C(C)C)C(C)C.